From a dataset of Forward reaction prediction with 1.9M reactions from USPTO patents (1976-2016). Predict the product of the given reaction. (1) The product is: [C:42]([N:21]1[C:22]2[C:18](=[CH:17][CH:16]=[C:15]([N:7]3[CH:8]=[C:9]([C:12]([OH:14])=[O:13])[C:10](=[O:11])[N:5]([CH2:4][C:3]4[CH:27]=[CH:28][CH:29]=[C:30]([C:31]([F:33])([F:32])[F:34])[C:2]=4[Cl:1])[C:6]3=[O:26])[CH:23]=2)[C:19]([CH3:25])([CH3:24])[CH2:20]1)(=[O:44])[CH3:43]. Given the reactants [Cl:1][C:2]1[C:30]([C:31]([F:34])([F:33])[F:32])=[CH:29][CH:28]=[CH:27][C:3]=1[CH2:4][N:5]1[C:10](=[O:11])[C:9]([C:12]([OH:14])=[O:13])=[CH:8][N:7]([C:15]2[CH:23]=[C:22]3[C:18]([C:19]([CH3:25])([CH3:24])[CH2:20][NH:21]3)=[CH:17][CH:16]=2)[C:6]1=[O:26].C(N(CC)CC)C.[C:42](OC(=O)C)(=[O:44])[CH3:43].Cl, predict the reaction product. (2) Given the reactants [C:1]([O:7][CH2:8][CH3:9])(=[O:6])[CH2:2][CH2:3][CH:4]=[CH2:5].B1C2CCCC1CCC2.Cl[C:20]1[N:25]=[C:24]([NH2:26])[N:23]=[C:22]([NH2:27])[CH:21]=1.C([O-])([O-])=O.[K+].[K+], predict the reaction product. The product is: [CH2:8]([O:7][C:1](=[O:6])[CH2:2][CH2:3][CH2:4][CH2:5][C:20]1[N:25]=[C:24]([NH2:26])[N:23]=[C:22]([NH2:27])[CH:21]=1)[CH3:9]. (3) The product is: [Cl:78][C:72]1[C:73]([O:75][CH2:76][CH3:77])=[CH:74][C:69]([CH2:68][N:15]2[CH2:16][CH2:17][CH:12]([NH:11][C:9](=[O:10])[C:8]3[CH:18]=[C:19]([O:21][CH3:22])[CH:20]=[C:6]([O:5][CH2:4][CH:3]([OH:2])[CH2:23][OH:24])[CH:7]=3)[CH2:13][CH2:14]2)=[CH:70][C:71]=1[O:79][CH2:80][CH3:81]. Given the reactants Cl.[OH:2][CH:3]([CH2:23][OH:24])[CH2:4][O:5][C:6]1[CH:7]=[C:8]([CH:18]=[C:19]([O:21][CH3:22])[CH:20]=1)[C:9]([NH:11][CH:12]1[CH2:17][CH2:16][NH:15][CH2:14][CH2:13]1)=[O:10].C(OC(N1CCCC(N(OCC2COCO2)C(=O)C2C=C(OC)C=CC2(C)C)C1)=O)(C)(C)C.Cl.O1CCOCC1.C(O[C:68](=O)[C:69]1[CH:74]=[C:73]([O:75][CH2:76][CH3:77])[C:72]([Cl:78])=[C:71]([O:79][CH2:80][CH3:81])[CH:70]=1)C.ClC1C(OCC)=CC(CN2CCC(NC(=O)C3C=C(OC)C=C(CO)C=3)CC2)=CC=1OCC.C([BH3-])#N.[Na+].C(N(C(C)C)C(C)C)C, predict the reaction product. (4) Given the reactants [Cl:1][C:2]1[N:7]=[CH:6][C:5]([CH2:8][C:9]([OH:11])=O)=[CH:4][C:3]=1[CH3:12].[N:13]1[CH:18]=[CH:17][CH:16]=[CH:15][C:14]=1[C:19]1[CH:20]=[N:21][C:22]([NH2:25])=[CH:23][CH:24]=1.C1(N=C=NC2CCCCC2)CCCCC1, predict the reaction product. The product is: [N:13]1[CH:18]=[CH:17][CH:16]=[CH:15][C:14]=1[C:19]1[CH:20]=[N:21][C:22]([NH:25][C:9](=[O:11])[CH2:8][C:5]2[CH:6]=[N:7][C:2]([Cl:1])=[C:3]([CH3:12])[CH:4]=2)=[CH:23][CH:24]=1. (5) Given the reactants [NH2:1][C:2]1[N:10]=[C:9]([CH2:11][O:12][CH3:13])[CH:8]=[CH:7][C:3]=1[C:4]([OH:6])=O.[CH3:14][O:15][C:16]1[CH:21]=[CH:20][C:19]([O:22][C:23]2[CH:30]=[CH:29][C:26]([CH2:27][NH2:28])=[CH:25][CH:24]=2)=[CH:18][CH:17]=1.CN([P+](ON1N=NC2C=CC=CC1=2)(N(C)C)N(C)C)C.F[P-](F)(F)(F)(F)F.C(=O)(O)[O-].[Na+], predict the reaction product. The product is: [CH3:14][O:15][C:16]1[CH:17]=[CH:18][C:19]([O:22][C:23]2[CH:30]=[CH:29][C:26]([CH2:27][NH:28][C:4](=[O:6])[C:3]3[CH:7]=[CH:8][C:9]([CH2:11][O:12][CH3:13])=[N:10][C:2]=3[NH2:1])=[CH:25][CH:24]=2)=[CH:20][CH:21]=1. (6) Given the reactants [CH2:1]1[C:9]2[C:8]3[CH:10]=[CH:11][CH:12]=[CH:13][C:7]=3[O:6][C:5]=2[CH2:4][CH2:3][CH:2]1[NH2:14].[Cl:15][C:16]1[CH:24]=[CH:23][C:19]([C:20](Cl)=[O:21])=[CH:18][CH:17]=1, predict the reaction product. The product is: [Cl:15][C:16]1[CH:24]=[CH:23][C:19]([C:20]([NH:14][C:2]2[CH:3]=[CH:4][C:5]3[O:6][C:7]4[CH2:13][CH2:12][CH2:11][CH2:10][C:8]=4[C:9]=3[CH:1]=2)=[O:21])=[CH:18][CH:17]=1. (7) Given the reactants Cl[C:2]1[N:7]=[CH:6][N:5]=[C:4]([NH2:8])[C:3]=1[O:9][CH2:10][CH3:11].FC(F)(F)C(O)=O.[N:19]1([CH2:23][CH2:24][N:25]2[CH:29]=[C:28]([C:30]3[CH:35]=[CH:34][C:33]([F:36])=[C:32]([C:37]([F:40])([F:39])[F:38])[CH:31]=3)[N:27]=[C:26]2[CH:41]2[CH2:46][CH2:45][NH:44][CH2:43][CH2:42]2)[CH2:22][CH2:21][CH2:20]1.C([O-])([O-])=O.[Cs+].[Cs+], predict the reaction product. The product is: [N:19]1([CH2:23][CH2:24][N:25]2[CH:29]=[C:28]([C:30]3[CH:35]=[CH:34][C:33]([F:36])=[C:32]([C:37]([F:40])([F:38])[F:39])[CH:31]=3)[N:27]=[C:26]2[CH:41]2[CH2:42][CH2:43][N:44]([C:2]3[N:7]=[CH:6][N:5]=[C:4]([NH2:8])[C:3]=3[O:9][CH2:10][CH3:11])[CH2:45][CH2:46]2)[CH2:20][CH2:21][CH2:22]1. (8) Given the reactants C(OC([N:8]1[CH2:12][CH2:11][C@@H:10]([NH:13][CH2:14][C:15]2[CH:20]=[CH:19][CH:18]=[CH:17][CH:16]=2)[CH2:9]1)=O)(C)(C)C.[ClH:21], predict the reaction product. The product is: [ClH:21].[ClH:21].[CH2:14]([NH:13][CH:10]1[CH2:11][CH2:12][NH:8][CH2:9]1)[C:15]1[CH:16]=[CH:17][CH:18]=[CH:19][CH:20]=1. (9) Given the reactants [CH:1]1([OH:7])[CH2:6][CH2:5][CH2:4][CH2:3][CH2:2]1.[Bi](Br)(Br)Br.O[CH:13]([C:15]1[CH:24]=[CH:23][C:18]([C:19]([O:21][CH3:22])=[O:20])=[CH:17][CH:16]=1)[CH3:14], predict the reaction product. The product is: [CH:1]1([O:7][CH:13]([C:15]2[CH:24]=[CH:23][C:18]([C:19]([O:21][CH3:22])=[O:20])=[CH:17][CH:16]=2)[CH3:14])[CH2:6][CH2:5][CH2:4][CH2:3][CH2:2]1.